From a dataset of Full USPTO retrosynthesis dataset with 1.9M reactions from patents (1976-2016). Predict the reactants needed to synthesize the given product. Given the product [CH3:1][CH:2]([CH3:31])[C:3]([NH:5][C:6]1[CH:11]=[CH:10][CH:9]=[C:8]([CH:12]2[CH2:17][CH2:16][N:15]([CH2:18][CH2:19][CH2:20][CH2:21][C:22]3[C:40]4[C:35](=[CH:36][CH:37]=[CH:38][CH:39]=4)[N:33]([CH3:32])[C:23]=3[C:24]3[CH:29]=[CH:28][CH:27]=[CH:26][CH:25]=3)[CH2:14][CH2:13]2)[CH:7]=1)=[O:4], predict the reactants needed to synthesize it. The reactants are: [CH3:1][CH:2]([CH3:31])[C:3]([NH:5][C:6]1[CH:11]=[CH:10][CH:9]=[C:8]([CH:12]2[CH2:17][CH2:16][N:15]([CH2:18][CH2:19][CH2:20][CH2:21][CH2:22][C:23](=O)[C:24]3[CH:29]=[CH:28][CH:27]=[CH:26][CH:25]=3)[CH2:14][CH2:13]2)[CH:7]=1)=[O:4].[CH3:32][N:33]([C:35]1[CH:40]=[CH:39][CH:38]=[CH:37][CH:36]=1)N.